Predict the product of the given reaction. From a dataset of Forward reaction prediction with 1.9M reactions from USPTO patents (1976-2016). (1) Given the reactants [CH2:1]([O:8][C:9]1[CH:14]=[CH:13][C:12]([C:15]2[CH:20]=[C:19](OS(C(F)(F)F)(=O)=O)[CH:18]=[C:17]([C:29]3[CH:34]=[CH:33][C:32]([O:35][CH2:36][C:37]4[CH:42]=[CH:41][CH:40]=[CH:39][CH:38]=4)=[CH:31][CH:30]=3)[CH:16]=2)=[CH:11][CH:10]=1)[C:2]1[CH:7]=[CH:6][CH:5]=[CH:4][CH:3]=1.[CH3:43][O:44][CH2:45][CH2:46][O:47][CH2:48][O:49][CH2:50][CH2:51][CH2:52][C:53]1[CH:58]=[CH:57][C:56](B2OC(C)(C)C(C)(C)O2)=[CH:55][CH:54]=1.[OH-].[NH3+]N.CCOCC, predict the reaction product. The product is: [CH2:1]([O:8][C:9]1[CH:10]=[CH:11][C:12]([C:15]2[CH:20]=[C:19]([C:56]3[CH:55]=[CH:54][C:53]([CH2:52][CH2:51][CH2:50][O:49][CH2:48][O:47][CH2:46][CH2:45][O:44][CH3:43])=[CH:58][CH:57]=3)[CH:18]=[C:17]([C:29]3[CH:34]=[CH:33][C:32]([O:35][CH2:36][C:37]4[CH:42]=[CH:41][CH:40]=[CH:39][CH:38]=4)=[CH:31][CH:30]=3)[CH:16]=2)=[CH:13][CH:14]=1)[C:2]1[CH:3]=[CH:4][CH:5]=[CH:6][CH:7]=1. (2) Given the reactants [F:1][C:2]1[CH:3]=[C:4]([CH2:9][C:10]([OH:12])=O)[CH:5]=[C:6]([F:8])[CH:7]=1.[NH2:13][NH:14][C:15]([NH2:17])=[S:16].OC1C2N=NNC=2C=CC=1.Cl.C(N=C=NCCCN(C)C)C, predict the reaction product. The product is: [F:1][C:2]1[CH:3]=[C:4]([CH2:9][C:10]([N:14]([C:15](=[S:16])[NH2:17])[NH2:13])=[O:12])[CH:5]=[C:6]([F:8])[CH:7]=1. (3) Given the reactants O[CH:2]([C:4]1[O:5][C:6](=[O:26])[C:7]2[C:12]([C:13]=1[C:14]1[CH:19]=[CH:18][C:17]([CH2:20][N:21]3[CH2:25][CH2:24][CH2:23][CH2:22]3)=[CH:16][CH:15]=1)=[CH:11][CH:10]=[CH:9][CH:8]=2)[CH3:3].[F:27][C:28]1[CH:29]=[C:30]([C:36]2[C:44]3[C:39](=[N:40][CH:41]=[N:42][C:43]=3[NH2:45])[NH:38][N:37]=2)[CH:31]=[C:32]([O:34][CH3:35])[CH:33]=1, predict the reaction product. The product is: [NH2:45][C:43]1[N:42]=[CH:41][N:40]=[C:39]2[N:38]([CH:2]([C:4]3[O:5][C:6](=[O:26])[C:7]4[C:12]([C:13]=3[C:14]3[CH:19]=[CH:18][C:17]([CH2:20][N:21]5[CH2:22][CH2:23][CH2:24][CH2:25]5)=[CH:16][CH:15]=3)=[CH:11][CH:10]=[CH:9][CH:8]=4)[CH3:3])[N:37]=[C:36]([C:30]3[CH:31]=[C:32]([O:34][CH3:35])[CH:33]=[C:28]([F:27])[CH:29]=3)[C:44]=12.